The task is: Predict the reactants needed to synthesize the given product.. This data is from Full USPTO retrosynthesis dataset with 1.9M reactions from patents (1976-2016). (1) Given the product [CH2:1]([O:3][CH:4]([O:31][CH2:32][CH3:33])[CH2:5][N:6]1[C:14]2[C:13](=[CH:12][CH:11]=[CH:10][CH:9]=2)[C@@:8]([CH2:26][C:27]([NH:34][C:35]2[CH:42]=[CH:41][C:38]([CH2:39][OH:40])=[CH:37][CH:36]=2)=[O:29])([NH:15][C:16]([NH:18][C:19]2[CH:20]=[CH:21][C:22]([CH3:25])=[CH:23][CH:24]=2)=[O:17])[C:7]1=[O:30])[CH3:2], predict the reactants needed to synthesize it. The reactants are: [CH2:1]([O:3][CH:4]([O:31][CH2:32][CH3:33])[CH2:5][N:6]1[C:14]2[C:9](=[CH:10][CH:11]=[CH:12][CH:13]=2)[C:8]([CH2:26][C:27]([OH:29])=O)([NH:15][C:16]([NH:18][C:19]2[CH:24]=[CH:23][C:22]([CH3:25])=[CH:21][CH:20]=2)=[O:17])[C:7]1=[O:30])[CH3:2].[NH2:34][C:35]1[CH:42]=[CH:41][C:38]([CH2:39][OH:40])=[CH:37][CH:36]=1.Cl.C(N=C=NCCCN(C)C)C.O. (2) Given the product [S:3]1[C:4]2[CH:10]=[CH:9][CH:8]=[CH:7][C:5]=2[N:6]=[C:2]1[NH:18][C:17]1[CH:19]=[CH:20][C:14]([O:13][CH2:11][CH3:12])=[CH:15][CH:16]=1, predict the reactants needed to synthesize it. The reactants are: Cl[C:2]1[S:3][C:4]2[CH:10]=[CH:9][CH:8]=[CH:7][C:5]=2[N:6]=1.[CH2:11]([O:13][C:14]1[CH:20]=[CH:19][C:17]([NH2:18])=[CH:16][CH:15]=1)[CH3:12]. (3) The reactants are: [O-]P([O-])([O-])=O.[K+].[K+].[K+].[C:9]1([S:15]([CH2:18][C:19]2[C:24]([C:25]([O:27][CH3:28])=[O:26])=[C:23](OS(C(F)(F)F)(=O)=O)[C:22]([C:37]3[CH:41]=[CH:40][O:39][CH:38]=3)=[CH:21][CH:20]=2)(=[O:17])=[O:16])[CH:14]=[CH:13][CH:12]=[CH:11][CH:10]=1.[CH2:42]1COC[CH2:43]1. Given the product [C:9]1([S:15]([CH2:18][C:19]2[C:24]([C:25]([O:27][CH3:28])=[O:26])=[C:23]([CH2:42][CH3:43])[C:22]([C:37]3[CH:41]=[CH:40][O:39][CH:38]=3)=[CH:21][CH:20]=2)(=[O:16])=[O:17])[CH:14]=[CH:13][CH:12]=[CH:11][CH:10]=1, predict the reactants needed to synthesize it. (4) Given the product [NH2:12][C:7]1[C:8]([C:9]([O:10][CH3:11])=[O:14])=[C:3]([O:2][CH3:1])[C:4]([Br:20])=[CH:5][CH:6]=1, predict the reactants needed to synthesize it. The reactants are: [CH3:1][O:2][C:3]1[C:8]2[C:9](=[O:14])[O:10][C:11](=O)[NH:12][C:7]=2[CH:6]=[CH:5][CH:4]=1.CN(C=O)C.[Br:20]N1C(=O)CCC1=O. (5) Given the product [F:1][C:2]1[CH:3]=[C:4]([CH:13]=[C:14]([F:16])[CH:15]=1)[O:5][CH2:6][CH2:7][NH:18][CH3:17], predict the reactants needed to synthesize it. The reactants are: [F:1][C:2]1[CH:3]=[C:4]([CH:13]=[C:14]([F:16])[CH:15]=1)[O:5][CH2:6][CH2:7]OS(C)(=O)=O.[CH3:17][NH2:18]. (6) Given the product [CH2:1]([O:3][C:4]([C:5]1[CH2:6][CH2:7][O:8][CH2:9][C:10]=1[OH:11])=[O:15])[CH3:2], predict the reactants needed to synthesize it. The reactants are: [CH2:1]([O:3][C:4](=[O:15])[CH2:5][CH2:6][CH2:7][O:8][CH2:9][C:10](OCC)=[O:11])[CH3:2].CC(C)([O-])C.[K+].C1COCC1.Cl. (7) Given the product [CH3:27][O:28][C:29]([C@@H:31]1[CH2:35][C@H:34]([O:36][S:37]([CH3:40])(=[O:39])=[O:38])[CH2:33][N:32]1[S:37]([C:40]1[CH:49]=[CH:48][C:47]2[C:42](=[CH:43][CH:44]=[CH:45][CH:46]=2)[CH:41]=1)(=[O:39])=[O:38])=[O:30], predict the reactants needed to synthesize it. The reactants are: C(N(CC)CC)C.C1(P(C2C=CC=CC=2)C2C=CC=CC=2)C=CC=CC=1.[CH3:27][O:28][C:29]([C@@H:31]1[CH2:35][C@@H:34]([OH:36])[CH2:33][N:32]1[S:37]([C:40]1[CH:49]=[CH:48][C:47]2[C:42](=[CH:43][CH:44]=[CH:45][CH:46]=2)[CH:41]=1)(=[O:39])=[O:38])=[O:30].N(C(OC(C)C)=O)=NC(OC(C)C)=O. (8) Given the product [CH2:34]([N:3]([CH2:1][CH3:2])[C:4]([CH:6]([C:28]1[CH:29]=[CH:30][CH:31]=[CH:32][CH:33]=1)[N:7]1[CH2:12][CH2:11][CH:10]([C:13]2[CH:18]=[CH:17][C:16]([NH:19][C:20](=[O:26])[CH:21]([CH2:24][CH3:25])[CH2:22][CH3:23])=[CH:15][C:14]=2[F:27])[CH2:9][CH2:8]1)=[O:5])[CH3:35], predict the reactants needed to synthesize it. The reactants are: [CH2:1]([N:3]([CH2:34][CH3:35])[C:4]([CH:6]([C:28]1[CH:33]=[CH:32][CH:31]=[CH:30][CH:29]=1)[N:7]1[CH2:12][CH:11]=[C:10]([C:13]2[CH:18]=[CH:17][C:16]([NH:19][C:20](=[O:26])[CH:21]([CH2:24][CH3:25])[CH2:22][CH3:23])=[CH:15][C:14]=2[F:27])[CH2:9][CH2:8]1)=[O:5])[CH3:2].[OH-].[Na+].